This data is from Peptide-MHC class II binding affinity with 134,281 pairs from IEDB. The task is: Regression. Given a peptide amino acid sequence and an MHC pseudo amino acid sequence, predict their binding affinity value. This is MHC class II binding data. (1) The peptide sequence is SGQVVTYALNTITNLKK. The MHC is HLA-DQA10201-DQB10303 with pseudo-sequence HLA-DQA10201-DQB10303. The binding affinity (normalized) is 0.460. (2) The peptide sequence is PIYNVLPTTSLVLGKNQTLAT. The MHC is DRB1_1302 with pseudo-sequence DRB1_1302. The binding affinity (normalized) is 0.510. (3) The MHC is DRB1_0802 with pseudo-sequence DRB1_0802. The binding affinity (normalized) is 0.733. The peptide sequence is DTFRKLFRGYSNFLR. (4) The peptide sequence is EKKYFAAPQFEPLAA. The MHC is DRB1_0701 with pseudo-sequence DRB1_0701. The binding affinity (normalized) is 0.358.